This data is from Peptide-MHC class II binding affinity with 134,281 pairs from IEDB. The task is: Regression. Given a peptide amino acid sequence and an MHC pseudo amino acid sequence, predict their binding affinity value. This is MHC class II binding data. (1) The peptide sequence is FLLSYGEKDFEDYRF. The MHC is HLA-DQA10104-DQB10503 with pseudo-sequence HLA-DQA10104-DQB10503. The binding affinity (normalized) is 0.499. (2) The MHC is DRB1_0701 with pseudo-sequence DRB1_0701. The peptide sequence is RGQALLVNSSQPWEP. The binding affinity (normalized) is 0.442. (3) The peptide sequence is CAKFTCAKSMSLFEVKK. The MHC is DRB1_1301 with pseudo-sequence DRB1_1301. The binding affinity (normalized) is 0.692. (4) The peptide sequence is DCCMEILGAVLEAVD. The MHC is DRB1_0802 with pseudo-sequence DRB1_0802. The binding affinity (normalized) is 0.0872. (5) The peptide sequence is THGIRPVVSTQLLLY. The MHC is DRB3_0101 with pseudo-sequence DRB3_0101. The binding affinity (normalized) is 0.327. (6) The peptide sequence is LPTMSSSEDGLDGFD. The MHC is DRB1_0101 with pseudo-sequence DRB1_0101. The binding affinity (normalized) is 0.0654.